Dataset: Forward reaction prediction with 1.9M reactions from USPTO patents (1976-2016). Task: Predict the product of the given reaction. Given the reactants Cl[C:2]1[N:7]=[CH:6][N:5]=[C:4]([NH:8][C:9]2[C:10]3[S:17][C:16]([C:18]4[C:23]([Cl:24])=[CH:22][CH:21]=[CH:20][C:19]=4[Cl:25])=[N:15][C:11]=3[N:12]=[CH:13][N:14]=2)[CH:3]=1.Cl.N1[CH2:30][CH:29]([OH:31])[CH2:28]1.[CH:32](NC(C)C)(C)C, predict the reaction product. The product is: [Cl:24][C:23]1[CH:22]=[CH:21][CH:20]=[C:19]([Cl:25])[C:18]=1[C:16]1[S:17][C:10]2[C:9]([NH:8][C:4]3[N:5]=[CH:6][N:7]=[C:2]([CH:32]4[CH2:30][CH:29]([OH:31])[CH2:28]4)[CH:3]=3)=[N:14][CH:13]=[N:12][C:11]=2[N:15]=1.